Dataset: Reaction yield outcomes from USPTO patents with 853,638 reactions. Task: Predict the reaction yield, written as a fraction of the theoretical maximum amount of product (1.0 means a 100% yield; for example, 0.34 means a 34% yield). (1) The reactants are C(OC([N:6]=[S:7]([C:15]1[CH:20]=[CH:19][C:18]([NH:21][C:22]2[N:27]=[C:26]([NH:28][C@H:29]([CH3:32])[CH2:30][OH:31])[C:25]([C:33]3[S:34][CH:35]=[CH:36][CH:37]=3)=[CH:24][N:23]=2)=[CH:17][CH:16]=1)([C:9]1[CH:14]=[CH:13][CH:12]=[CH:11][CH:10]=1)=[O:8])=O)C.CC[O-].[Na+]. No catalyst specified. The product is [OH:31][CH2:30][C@H:29]([NH:28][C:26]1[C:25]([C:33]2[S:34][CH:35]=[CH:36][CH:37]=2)=[CH:24][N:23]=[C:22]([NH:21][C:18]2[CH:19]=[CH:20][C:15]([S:7]([C:9]3[CH:10]=[CH:11][CH:12]=[CH:13][CH:14]=3)(=[NH:6])=[O:8])=[CH:16][CH:17]=2)[N:27]=1)[CH3:32]. The yield is 0.400. (2) The product is [CH3:9][C:8]1[C:7]2[C:2](=[N:3][CH:4]=[CH:5][CH:6]=2)[NH:13][N:12]=1. The catalyst is C(O)CCC. The reactants are Cl[C:2]1[C:7]([C:8](=O)[CH3:9])=[CH:6][CH:5]=[CH:4][N:3]=1.O.[NH2:12][NH2:13]. The yield is 0.720. (3) The reactants are [CH2:1]([O:3][CH:4]([O:7][CH2:8][CH3:9])[CH2:5][NH2:6])[CH3:2].C(N(CC)CC)C.[Br:17][C:18]1[CH:26]=[CH:25][C:21]([C:22](Cl)=[O:23])=[CH:20][CH:19]=1. The catalyst is C(Cl)Cl. The product is [Br:17][C:18]1[CH:26]=[CH:25][C:21]([C:22]([NH:6][CH2:5][CH:4]([O:7][CH2:8][CH3:9])[O:3][CH2:1][CH3:2])=[O:23])=[CH:20][CH:19]=1. The yield is 0.660.